The task is: Predict the reactants needed to synthesize the given product.. This data is from Full USPTO retrosynthesis dataset with 1.9M reactions from patents (1976-2016). (1) Given the product [C:3]([O:7][C:8]([N:10]1[C:15]2([CH2:21][O:20][CH2:19][CH2:18][O:17][CH2:16]2)[C:14](=[O:22])[N:13]([CH2:31][C:32]([O:34][CH3:35])=[O:33])[CH:12]([C:23]2[CH:24]=[CH:25][C:26]([F:29])=[CH:27][CH:28]=2)[CH2:11]1)=[O:9])([CH3:6])([CH3:4])[CH3:5], predict the reactants needed to synthesize it. The reactants are: [H-].[Na+].[C:3]([O:7][C:8]([N:10]1[C:15]2([CH2:21][O:20][CH2:19][CH2:18][O:17][CH2:16]2)[C:14](=[O:22])[NH:13][CH:12]([C:23]2[CH:28]=[CH:27][C:26]([F:29])=[CH:25][CH:24]=2)[CH2:11]1)=[O:9])([CH3:6])([CH3:5])[CH3:4].Br[CH2:31][C:32]([O:34][CH3:35])=[O:33]. (2) Given the product [ClH:47].[NH2:38][C@@H:8]([C:9](=[O:37])[N:10]1[C:15]2[CH:16]=[CH:17][C:18]([O:20][CH2:21][C:22]3[S:23][C:24]([C:33]([F:36])([F:35])[F:34])=[C:25]([C:27]4[CH:28]=[CH:29][CH:30]=[CH:31][CH:32]=4)[CH:26]=3)=[CH:19][C:14]=2[O:13][CH2:12][CH2:11]1)[CH2:7][C:6]([OH:46])=[O:5], predict the reactants needed to synthesize it. The reactants are: C([O:5][C:6](=[O:46])[CH2:7][C@@H:8]([NH:38]C(OC(C)(C)C)=O)[C:9](=[O:37])[N:10]1[C:15]2[CH:16]=[CH:17][C:18]([O:20][CH2:21][C:22]3[S:23][C:24]([C:33]([F:36])([F:35])[F:34])=[C:25]([C:27]4[CH:32]=[CH:31][CH:30]=[CH:29][CH:28]=4)[CH:26]=3)=[CH:19][C:14]=2[O:13][CH2:12][CH2:11]1)(C)(C)C.[ClH:47].O1CCOCC1. (3) Given the product [NH2:17][C@H:16]([CH2:20][OH:19])[CH2:15][CH2:14][C:13]1[C:12]([F:30])=[CH:11][N:10]=[CH:9][C:8]=1[NH:7][C:5](=[O:6])[C@@H:4]([N:1]=[N+:2]=[N-:3])[C@H:31]([C:39]1[CH:44]=[C:43]([F:45])[CH:42]=[C:41]([F:46])[CH:40]=1)[C:32]1[CH:33]=[CH:34][C:35]([F:38])=[CH:36][CH:37]=1, predict the reactants needed to synthesize it. The reactants are: [N:1]([C@@H:4]([C@H:31]([C:39]1[CH:44]=[C:43]([F:45])[CH:42]=[C:41]([F:46])[CH:40]=1)[C:32]1[CH:37]=[CH:36][C:35]([F:38])=[CH:34][CH:33]=1)[C:5]([NH:7][C:8]1[CH:9]=[N:10][CH:11]=[C:12]([F:30])[C:13]=1[CH2:14][CH2:15][C@H:16]1[CH2:20][O:19]C(C)(C)[N:17]1C(OC(C)(C)C)=O)=[O:6])=[N+:2]=[N-:3].C(O)(C(F)(F)F)=O.O. (4) Given the product [CH3:1][O:2][C:3](=[O:22])[C:4]1[CH:9]=[CH:8][CH:7]=[C:6]([CH2:10][C:11]([NH2:14])([CH3:12])[CH3:13])[CH:5]=1, predict the reactants needed to synthesize it. The reactants are: [CH3:1][O:2][C:3](=[O:22])[C:4]1[CH:9]=[CH:8][CH:7]=[C:6]([CH2:10][C:11]([NH:14]C(OC(C)(C)C)=O)([CH3:13])[CH3:12])[CH:5]=1.FC(F)(F)C(O)=O. (5) The reactants are: Cl.[Cl:2][C:3]1[CH:8]=[CH:7][C:6]([C:9]2([C:13]3[C:22]4[C:17](=[CH:18][CH:19]=[C:20]([O:23][CH2:24][CH2:25][NH:26]C(=O)OC(C)(C)C)[CH:21]=4)[CH2:16][CH2:15][N:14]=3)[CH2:12][CH2:11][CH2:10]2)=[CH:5][CH:4]=1. Given the product [Cl:2][C:3]1[CH:8]=[CH:7][C:6]([C:9]2([C:13]3[C:22]4[C:17](=[CH:18][CH:19]=[C:20]([O:23][CH2:24][CH2:25][NH2:26])[CH:21]=4)[CH2:16][CH2:15][N:14]=3)[CH2:12][CH2:11][CH2:10]2)=[CH:5][CH:4]=1, predict the reactants needed to synthesize it. (6) Given the product [CH:16]1[C:5]2[NH:6][C:7]3[C:12](=[CH:11][CH:10]=[CH:9][CH:8]=3)[C:4]=2[CH:3]=[CH:2][N:1]=1, predict the reactants needed to synthesize it. The reactants are: [NH2:1][C@H:2](C(O)=O)[CH2:3][C:4]1[C:12]2[C:7](=[CH:8][CH:9]=[CH:10][CH:11]=2)[NH:6][CH:5]=1.[CH3:16]OC1C=C(C=CC=1)C=O.S(=O)(=O)(O)O.